Dataset: Forward reaction prediction with 1.9M reactions from USPTO patents (1976-2016). Task: Predict the product of the given reaction. (1) Given the reactants [CH2:1]([C@@H:5]1[CH2:9][N:8]([CH:10]2[CH2:15][CH2:14][O:13][CH2:12][CH2:11]2)[C:7](=[O:16])[N:6]1[CH:17]1[CH2:22][CH2:21][NH:20][CH2:19][CH2:18]1)[CH:2]([CH3:4])[CH3:3].[CH3:23][O:24][C:25](=[O:41])[C:26]1[CH:31]=[CH:30][C:29]([S:32][C:33]2[CH:38]=[CH:37][C:36]([CH2:39]Br)=[CH:35][N:34]=2)=[CH:28][CH:27]=1.CCN(C(C)C)C(C)C, predict the reaction product. The product is: [CH3:23][O:24][C:25](=[O:41])[C:26]1[CH:31]=[CH:30][C:29]([S:32][C:33]2[CH:38]=[CH:37][C:36]([CH2:39][N:20]3[CH2:19][CH2:18][CH:17]([N:6]4[C@H:5]([CH2:1][CH:2]([CH3:4])[CH3:3])[CH2:9][N:8]([CH:10]5[CH2:11][CH2:12][O:13][CH2:14][CH2:15]5)[C:7]4=[O:16])[CH2:22][CH2:21]3)=[CH:35][N:34]=2)=[CH:28][CH:27]=1. (2) Given the reactants [ClH:1].[NH2:2][CH:3]([C:8]([OH:10])=[O:9])[CH2:4][N:5]([CH3:7])[CH3:6].[CH3:11]O, predict the reaction product. The product is: [ClH:1].[CH3:11][O:9][C:8](=[O:10])[CH:3]([CH2:4][N:5]([CH3:7])[CH3:6])[NH2:2]. (3) Given the reactants C(N(CC)CC)C.Cl.[CH3:9][N:10]1[C:14]([CH2:15][CH2:16][C:17]([OH:19])=O)=[CH:13][NH:12][CH2:11]1.CN(C(ON1N=NC2C=CC=CC1=2)=[N+](C)C)C.[B-](F)(F)(F)F.FC(F)(F)C(O)=O.[NH2:49][C@H:50]([CH2:68][C:69]1[CH:74]=[CH:73][C:72]([O:75][CH3:76])=[CH:71][CH:70]=1)[C:51]([N:53]1[CH2:56][C:55]([CH2:63][CH2:64][CH2:65][CH2:66][CH3:67])([C:57]2[CH:62]=[CH:61][CH:60]=[CH:59][CH:58]=2)[CH2:54]1)=[O:52].[OH-].[Na+], predict the reaction product. The product is: [CH3:76][O:75][C:72]1[CH:71]=[CH:70][C:69]([CH2:68][C@@H:50]([NH:49][C:17](=[O:19])[CH2:16][CH2:15][C:14]2[N:10]([CH3:9])[CH:11]=[N:12][CH:13]=2)[C:51](=[O:52])[N:53]2[CH2:56][C:55]([CH2:63][CH2:64][CH2:65][CH2:66][CH3:67])([C:57]3[CH:58]=[CH:59][CH:60]=[CH:61][CH:62]=3)[CH2:54]2)=[CH:74][CH:73]=1. (4) Given the reactants [CH2:1]([N:8]1[CH:13]=[CH:12][CH:11]=[C:10]([C:14]([NH:16][C@@H:17]([CH2:25][CH2:26][CH2:27][CH2:28][NH:29]C(OC(C)(C)C)=O)[C:18]([O:20]C(C)(C)C)=[O:19])=[O:15])[C:9]1=[O:37])[C:2]1[CH:7]=[CH:6][CH:5]=[CH:4][CH:3]=1.[C:38]([OH:44])([C:40]([F:43])([F:42])[F:41])=[O:39].C([SiH](CC)CC)C, predict the reaction product. The product is: [NH2:29][CH2:28][CH2:27][CH2:26][CH2:25][C@H:17]([NH:16][C:14]([C:10]1[C:9](=[O:37])[N:8]([CH2:1][C:2]2[CH:3]=[CH:4][CH:5]=[CH:6][CH:7]=2)[CH:13]=[CH:12][CH:11]=1)=[O:15])[C:18]([OH:20])=[O:19].[C:38]([OH:44])([C:40]([F:43])([F:42])[F:41])=[O:39]. (5) Given the reactants C=O.S(=O)(=O)(O)O.[C:8]1([CH2:18][OH:19])[C:17]2[C:12](=[CH:13][CH:14]=[CH:15][CH:16]=2)[CH:11]=[CH:10][CH:9]=1.C(C1C=CC=CC=1)C, predict the reaction product. The product is: [C:8]1([CH:18]=[O:19])[C:17]2[C:12](=[CH:13][CH:14]=[CH:15][CH:16]=2)[CH:11]=[CH:10][CH:9]=1. (6) The product is: [CH2:1]([C:3]1[N:7]([CH3:8])[N:6]=[C:5]([C:9]2[CH2:10][C@@H:11]3[C@@H:21]([C@H:22]([OH:24])[CH3:23])[C:20](=[O:25])[N:12]3[C:13]=2[C:14]([O-:16])=[O:15])[CH:4]=1)[CH3:2].[Na+:45]. Given the reactants [CH2:1]([C:3]1[N:7]([CH3:8])[N:6]=[C:5]([C:9]2[CH2:10][C@@H:11]3[C@@H:21]([C@H:22]([OH:24])[CH3:23])[C:20](=[O:25])[N:12]3[C:13]=2[C:14]([O:16]CC=C)=[O:15])[CH:4]=1)[CH3:2].C(OCC)(=O)C.ClCCl.C(C(CCCC)C([O-])=O)C.[Na+:45].C1(P(C2C=CC=CC=2)C2C=CC=CC=2)C=CC=CC=1, predict the reaction product. (7) The product is: [Cl:1][C:2]1[CH:3]=[N:4][CH:5]=[C:6]([Cl:8])[C:7]=1[CH2:46][C@H:42]1[CH2:41][CH:40]([CH:37]([CH3:39])[CH3:38])[CH2:49][NH:43]1. Given the reactants [Cl:1][C:2]1[CH:3]=[N:4][CH:5]=[C:6]([Cl:8])[CH:7]=1.C([N-]C(C)C)(C)C.[Li+].CCCCCCC.C1COCC1.C(C1C=CC=CC=1)C.[CH:37]([CH:40]1[CH2:49][N:43]2S(=O)(=O)O[CH2:46][C@H:42]2[CH2:41]1)([CH3:39])[CH3:38], predict the reaction product.